This data is from Forward reaction prediction with 1.9M reactions from USPTO patents (1976-2016). The task is: Predict the product of the given reaction. (1) Given the reactants O1[C:5]2([CH2:10][CH2:9][CH:8]([O:11][C:12]3[N:17]=[CH:16][CH:15]=[CH:14][N:13]=3)[CH2:7][CH2:6]2)[O:4]CC1.Cl, predict the reaction product. The product is: [N:13]1[CH:14]=[CH:15][CH:16]=[N:17][C:12]=1[O:11][CH:8]1[CH2:7][CH2:6][C:5](=[O:4])[CH2:10][CH2:9]1. (2) Given the reactants C(OC([N:8]1[C@H:12]([CH:13]=[CH:14][C:15]2[CH:20]=[CH:19][CH:18]=[CH:17][C:16]=2[C:21]([O:23][CH2:24][CH3:25])=[O:22])[CH2:11][O:10]C1(C)C)=O)(C)(C)C.Cl, predict the reaction product. The product is: [CH2:24]([O:23][C:21](=[O:22])[C:16]1[CH:17]=[CH:18][CH:19]=[CH:20][C:15]=1[CH:14]=[CH:13][C@@H:12]([NH2:8])[CH2:11][OH:10])[CH3:25]. (3) The product is: [CH2:23]([O:22][C@@H:5]([CH2:6][C:7]1[CH:8]=[CH:9][C:10]([O:13][CH2:14][C:15]2[S:16][C:17]([C:35]3[CH:34]=[CH:33][C:32]([C:29]4[O:28][C:27]([CH3:26])=[N:31][N:30]=4)=[CH:37][CH:36]=3)=[CH:18][C:19]=2[CH3:20])=[CH:11][CH:12]=1)[C:4]([OH:3])=[O:25])[CH3:24]. Given the reactants C([O:3][C:4](=[O:25])[C@@H:5]([O:22][CH2:23][CH3:24])[CH2:6][C:7]1[CH:12]=[CH:11][C:10]([O:13][CH2:14][C:15]2[S:16][C:17](Br)=[CH:18][C:19]=2[CH3:20])=[CH:9][CH:8]=1)C.[CH3:26][C:27]1[O:28][C:29]([C:32]2[CH:37]=[CH:36][C:35](B3OC(C)(C)C(C)(C)O3)=[CH:34][CH:33]=2)=[N:30][N:31]=1, predict the reaction product. (4) Given the reactants [CH3:1][C:2]([C:9]1[CH:14]=[CH:13][C:12]([N+:15]([O-:17])=[O:16])=[CH:11][CH:10]=1)([CH3:8])[C:3](OCC)=[O:4].[H-].C([Al+]CC(C)C)C(C)C, predict the reaction product. The product is: [CH3:8][C:2]([C:9]1[CH:14]=[CH:13][C:12]([N+:15]([O-:17])=[O:16])=[CH:11][CH:10]=1)([CH3:1])[CH2:3][OH:4]. (5) Given the reactants [BH4-].[Na+].[Cl:3][C:4]1[CH:5]=[C:6]2[C:10](=[CH:11][CH:12]=1)[NH:9][C:8]([C:13]([O:15][CH2:16][CH3:17])=[O:14])=[C:7]2[S:18]C#N, predict the reaction product. The product is: [Cl:3][C:4]1[CH:5]=[C:6]2[C:10](=[CH:11][CH:12]=1)[NH:9][C:8]([C:13]([O:15][CH2:16][CH3:17])=[O:14])=[C:7]2[SH:18].